This data is from Reaction yield outcomes from USPTO patents with 853,638 reactions. The task is: Predict the reaction yield, written as a fraction of the theoretical maximum amount of product (1.0 means a 100% yield; for example, 0.34 means a 34% yield). (1) The reactants are [Cl:1][C:2]1[S:6][C:5]2[C:7]3([O:20][CH2:21][C:22]([F:24])([F:23])[C:4]=2[CH:3]=1)[CH2:12][CH2:11][N:10]([CH2:13][C:14]1[C:15]([CH3:19])=[N:16][NH:17][CH:18]=1)[CH2:9][CH2:8]3.[C:25](=[O:28])([O-])[O-].[K+].[K+].CN[C@@H]1C[CH2:37][CH2:36][CH2:35][C@H:34]1[NH:39][CH3:40]. The catalyst is C1(C)C=CC=CC=1.[Cu]I. The product is [Cl:1][C:2]1[S:6][C:5]2[C:7]3([O:20][CH2:21][C:22]([F:23])([F:24])[C:4]=2[CH:3]=1)[CH2:12][CH2:11][N:10]([CH2:13][C:14]1[C:15]([CH3:19])=[N:16][N:17]([C:34]2[C:35]([CH:25]=[O:28])=[CH:36][CH:37]=[CH:40][N:39]=2)[CH:18]=1)[CH2:9][CH2:8]3. The yield is 0.720. (2) The reactants are [C:1]([N:8]1[CH2:13][CH2:12][NH:11][C:10](=[O:14])[CH2:9]1)([O:3][C:4]([CH3:7])([CH3:6])[CH3:5])=[O:2].C([Li])CCC.B(F)(F)F.[CH2:24]([CH:26]1[O:28][CH2:27]1)[Cl:25]. The catalyst is C1COCC1. The product is [Cl:25][CH2:24][CH:26]([OH:28])[CH2:27][N:11]1[CH2:12][CH2:13][N:8]([C:1]([O:3][C:4]([CH3:7])([CH3:6])[CH3:5])=[O:2])[CH2:9][C:10]1=[O:14]. The yield is 0.450. (3) The reactants are [Cl:1][C:2]1[N:3]=[C:4]([C:9]([NH:11][C@H:12]2[CH2:17][CH2:16][N:15]([C:18](OC(C)(C)C)=O)[CH2:14][C@H:13]2[NH:25][CH:26]([CH3:28])[CH3:27])=[O:10])[NH:5][C:6]=1[CH2:7][CH3:8].Cl.O1CCOCC1.BrC1[S:38][C:39]2[C:45]([C:46]([O:48][CH2:49][CH3:50])=[O:47])=[CH:44][CH:43]=[CH:42][C:40]=2[N:41]=1.C(=O)([O-])[O-].[Na+].[Na+]. No catalyst specified. The product is [Cl:1][C:2]1[N:3]=[C:4]([C:9]([NH:11][C@H:12]2[CH2:17][CH2:16][N:15]([C:18]3[S:38][C:39]4[C:45]([C:46]([O:48][CH2:49][CH3:50])=[O:47])=[CH:44][CH:43]=[CH:42][C:40]=4[N:41]=3)[CH2:14][C@H:13]2[NH:25][CH:26]([CH3:27])[CH3:28])=[O:10])[NH:5][C:6]=1[CH2:7][CH3:8]. The yield is 0.330. (4) The reactants are [Cl:1][C:2]1[C:3]([CH3:12])=[CH:4][C:5]([OH:11])=[C:6]([C:8](=[O:10])[CH3:9])[CH:7]=1.O=[C:14]1[CH2:19][CH2:18][N:17]([C:20]([O:22][C:23]([CH3:26])([CH3:25])[CH3:24])=[O:21])[CH2:16][CH2:15]1. The catalyst is C1C=CC=CC=1. The product is [C:20]([N:17]1[CH2:16][CH2:15][C:14]2([CH2:9][C:8](=[O:10])[C:6]3[C:5](=[CH:4][C:3]([CH3:12])=[C:2]([Cl:1])[CH:7]=3)[O:11]2)[CH2:19][CH2:18]1)([O:22][C:23]([CH3:26])([CH3:25])[CH3:24])=[O:21]. The yield is 0.910. (5) The reactants are [N:1]1([C:7]2[CH:16]=[CH:15][CH:14]=[C:13]3[C:8]=2[C:9]([NH2:18])=[N:10][C:11]([NH2:17])=[N:12]3)[CH2:6][CH2:5][NH:4][CH2:3][CH2:2]1.[Cl:19][C:20]1[CH:21]=[C:22]([CH:26]=[CH:27][C:28]=1[Cl:29])[C:23](Cl)=[O:24]. No catalyst specified. The product is [NH2:17][C:11]1[N:10]=[C:9]([NH2:18])[C:8]2[C:13](=[CH:14][CH:15]=[CH:16][C:7]=2[N:1]2[CH2:6][CH2:5][N:4]([C:23]([C:22]3[CH:26]=[CH:27][C:28]([Cl:29])=[C:20]([Cl:19])[CH:21]=3)=[O:24])[CH2:3][CH2:2]2)[N:12]=1. The yield is 0.630. (6) The reactants are [C:1]([S@@:5]([NH2:7])=[O:6])([CH3:4])([CH3:3])[CH3:2].[Cl:8][C:9]1[CH:14]=[CH:13][C:12]([N:15]2[CH:19]=[C:18]([CH:20]=O)[N:17]=[CH:16]2)=[CH:11][CH:10]=1.CCOC(C)=O.CCCCCCC. The catalyst is ClCCCl.[O-]S([O-])(=O)=O.[Cu+2]. The product is [Cl:8][C:9]1[CH:10]=[CH:11][C:12]([N:15]2[CH:19]=[C:18](/[CH:20]=[N:7]/[S@:5]([C:1]([CH3:4])([CH3:3])[CH3:2])=[O:6])[N:17]=[CH:16]2)=[CH:13][CH:14]=1. The yield is 0.282. (7) The reactants are [CH:1]1([NH:7][C:8]2[C:13]([CH:14]=[O:15])=[CH:12][N:11]=[C:10]3[NH:16][CH:17]=[CH:18][C:9]=23)[CH2:6][CH2:5][CH2:4][CH2:3][CH2:2]1.[H-].[Na+].Cl[CH2:22][O:23][CH2:24][CH2:25][Si:26]([CH3:29])([CH3:28])[CH3:27].O. The catalyst is CN(C)C=O. The product is [CH:1]1([NH:7][C:8]2[C:13]([CH:14]=[O:15])=[CH:12][N:11]=[C:10]3[N:16]([CH2:22][O:23][CH2:24][CH2:25][Si:26]([CH3:29])([CH3:28])[CH3:27])[CH:17]=[CH:18][C:9]=23)[CH2:2][CH2:3][CH2:4][CH2:5][CH2:6]1. The yield is 0.630. (8) The reactants are [O:1]=[C:2]1[N:10]([CH2:11][CH2:12][CH3:13])[C:9]2[N:8]=[C:7]([C:14]34[CH2:21][CH2:20][C:17]([C:22]([OH:24])=[O:23])([CH2:18][CH2:19]3)[CH2:16][CH2:15]4)[NH:6][C:5]=2[C:4](=[O:25])[N:3]1[CH2:26][CH2:27][CH3:28].CO.[C:31]([O-])(O)=O.[Na+]. The catalyst is OS(O)(=O)=O.CCOC(C)=O. The product is [CH3:31][O:23][C:22]([C:17]12[CH2:20][CH2:21][C:14]([C:7]3[NH:6][C:5]4[C:4](=[O:25])[N:3]([CH2:26][CH2:27][CH3:28])[C:2](=[O:1])[N:10]([CH2:11][CH2:12][CH3:13])[C:9]=4[N:8]=3)([CH2:19][CH2:18]1)[CH2:15][CH2:16]2)=[O:24]. The yield is 0.970. (9) The reactants are [Cl:1][C:2]1[CH:3]=[C:4]([NH:10][C:11](=[NH:21])[CH2:12][C:13](=[O:20])[C:14]2[CH:19]=[CH:18][CH:17]=[CH:16][CH:15]=2)[CH:5]=[CH:6][C:7]=1[O:8][CH3:9].[C:22](OC)(=[O:25])[C:23]#[CH:24].C(OCC)C. The catalyst is CO. The product is [NH2:21][C:11]1[N:10]([C:4]2[CH:5]=[CH:6][C:7]([O:8][CH3:9])=[C:2]([Cl:1])[CH:3]=2)[C:22](=[O:25])[CH:23]=[CH:24][C:12]=1[C:13](=[O:20])[C:14]1[CH:15]=[CH:16][CH:17]=[CH:18][CH:19]=1. The yield is 0.730. (10) The reactants are [Cl:1][C:2]1[N:7]=[C:6]([NH:8][C@@H:9]2[CH2:14][CH2:13][CH2:12][CH2:11][C@@H:10]2[NH:15][C:16](=[O:22])[O:17][C:18]([CH3:21])([CH3:20])[CH3:19])[CH:5]=[N:4][C:3]=1[C:23]#[N:24].C([O-])([O-])=[O:26].[K+].[K+].OO.CCOC(C)=O. The catalyst is CO.CS(C)=O. The product is [C:23]([C:3]1[N:4]=[CH:5][C:6]([NH:8][C@@H:9]2[CH2:14][CH2:13][CH2:12][CH2:11][C@@H:10]2[NH:15][C:16](=[O:22])[O:17][C:18]([CH3:19])([CH3:20])[CH3:21])=[N:7][C:2]=1[Cl:1])(=[O:26])[NH2:24]. The yield is 1.00.